From a dataset of Full USPTO retrosynthesis dataset with 1.9M reactions from patents (1976-2016). Predict the reactants needed to synthesize the given product. (1) The reactants are: [F:1][C:2]1[CH:3]=[C:4]([C:12]([C:22]2[CH:27]=[CH:26][C:25]([F:28])=[CH:24][N:23]=2)([CH2:15][C:16]2[CH:21]=[CH:20][CH:19]=[CH:18][CH:17]=2)[C:13]#[N:14])[CH:5]=[C:6]([C:8]([F:11])([F:10])[F:9])[CH:7]=1.[BH4-].[Na+]. Given the product [F:1][C:2]1[CH:3]=[C:4]([C:12]([C:22]2[CH:27]=[CH:26][C:25]([F:28])=[CH:24][N:23]=2)([CH2:15][C:16]2[CH:21]=[CH:20][CH:19]=[CH:18][CH:17]=2)[CH2:13][NH2:14])[CH:5]=[C:6]([C:8]([F:11])([F:10])[F:9])[CH:7]=1, predict the reactants needed to synthesize it. (2) Given the product [CH2:1]([NH:7][C:8]1[CH:13]=[CH:12][C:11]([NH:14][S:35]([C:34]2[CH:33]=[CH:32][S:31][C:30]=2[C:28]([O:27][CH3:26])=[O:29])(=[O:36])=[O:37])=[C:10]([O:15][CH3:16])[CH:9]=1)[CH2:2][CH2:3][CH2:4][CH2:5][CH3:6], predict the reactants needed to synthesize it. The reactants are: [CH2:1]([NH:7][C:8]1[CH:13]=[CH:12][C:11]([NH2:14])=[C:10]([O:15][CH3:16])[CH:9]=1)[CH2:2][CH2:3][CH2:4][CH2:5][CH3:6].CN(C1C=CC=CN=1)C.[CH3:26][O:27][C:28]([C:30]1[S:31][CH:32]=[CH:33][C:34]=1[S:35](Cl)(=[O:37])=[O:36])=[O:29]. (3) Given the product [ClH:40].[F:1][C:2]1[CH:7]=[CH:6][C:5]([F:8])=[CH:4][C:3]=1[C@H:9]1[CH2:13][CH2:12][CH2:11][N:10]1[C:14]1[CH:19]=[CH:18][N:17]2[N:20]=[CH:21][C:22]([NH:23][C:24]([N:26]3[CH2:31][CH2:30][NH:29][C@@H:28]([CH3:39])[CH2:27]3)=[O:25])=[C:16]2[N:15]=1.[ClH:40], predict the reactants needed to synthesize it. The reactants are: [F:1][C:2]1[CH:7]=[CH:6][C:5]([F:8])=[CH:4][C:3]=1[C@H:9]1[CH2:13][CH2:12][CH2:11][N:10]1[C:14]1[CH:19]=[CH:18][N:17]2[N:20]=[CH:21][C:22]([NH:23][C:24]([N:26]3[CH2:31][CH2:30][N:29](C(OC(C)(C)C)=O)[C@@H:28]([CH3:39])[CH2:27]3)=[O:25])=[C:16]2[N:15]=1.[ClH:40]. (4) Given the product [NH2:2][C:3]1[N:4]=[C:5]([S:10][CH2:16][C:15]2[CH:18]=[CH:19][CH:20]=[C:21]([F:22])[C:14]=2[F:13])[N:6]=[C:7]([OH:9])[CH:8]=1, predict the reactants needed to synthesize it. The reactants are: O.[NH2:2][C:3]1[CH:8]=[C:7]([OH:9])[N:6]=[C:5]([SH:10])[N:4]=1.[OH-].[Na+].[F:13][C:14]1[C:21]([F:22])=[CH:20][CH:19]=[CH:18][C:15]=1[CH2:16]Br.